Task: Predict the reaction yield, written as a fraction of the theoretical maximum amount of product (1.0 means a 100% yield; for example, 0.34 means a 34% yield).. Dataset: Reaction yield outcomes from USPTO patents with 853,638 reactions (1) The reactants are S(Cl)(Cl)=O.[C:5]([C:7]1[C:8]([Cl:18])=[C:9]([CH:13]=[C:14]([F:17])[C:15]=1[Cl:16])[C:10](O)=[O:11])#[N:6].[ClH:19].S(=O)=O. The catalyst is N1C=CC=CC=1. The product is [C:5]([C:7]1[C:8]([Cl:18])=[C:9]([CH:13]=[C:14]([F:17])[C:15]=1[Cl:16])[C:10]([Cl:19])=[O:11])#[N:6]. The yield is 0.957. (2) The reactants are [OH:1][C:2]1[C:10]([C:11]([NH2:13])=[O:12])=[C:9]2[C:5]([C:6]([CH3:15])=[C:7]([CH3:14])[NH:8]2)=[C:4]([C:16]2[CH:21]=[CH:20][CH:19]=[C:18]([N:22]3[C:31](=[O:32])[C:30]4[C:25](=[CH:26][CH:27]=[CH:28][CH:29]=4)[N:24]=[CH:23]3)[C:17]=2[CH3:33])[CH:3]=1.I[CH2:35][CH3:36].C([O-])([O-])=O.[K+].[K+]. The catalyst is CC(C)=O. The product is [CH2:35]([O:1][C:2]1[C:10]([C:11]([NH2:13])=[O:12])=[C:9]2[C:5]([C:6]([CH3:15])=[C:7]([CH3:14])[NH:8]2)=[C:4]([C:16]2[CH:21]=[CH:20][CH:19]=[C:18]([N:22]3[C:31](=[O:32])[C:30]4[C:25](=[CH:26][CH:27]=[CH:28][CH:29]=4)[N:24]=[CH:23]3)[C:17]=2[CH3:33])[CH:3]=1)[CH3:36]. The yield is 0.590. (3) The reactants are [Cl:1][C:2]1[CH:3]=[C:4]2[C:8](=[CH:9][C:10]=1[Cl:11])[C:7](=[O:12])O[C:5]2=[O:13].[NH2:14][CH2:15][C:16]([OH:18])=[O:17]. The catalyst is C1(C)C(C)=CC=CC=1. The product is [Cl:11][C:10]1[CH:9]=[C:8]2[C:4](=[CH:3][C:2]=1[Cl:1])[C:5](=[O:13])[N:14]([CH2:15][C:16]([OH:18])=[O:17])[C:7]2=[O:12]. The yield is 0.920. (4) The reactants are [C:1]([O:5][C:6]([N:8]1[CH2:15][CH2:14][CH:13]2[CH:10]([NH:11][CH2:12]2)[CH2:9]1)=[O:7])([CH3:4])([CH3:3])[CH3:2].[F:16][C:17]1[CH:22]=[CH:21][CH:20]=[CH:19][C:18]=1[C:23]1[N:24]=[C:25]([CH3:31])[S:26][C:27]=1[C:28](O)=[O:29].C(N(C(C)C)CC)(C)C.CN(C(ON1N=NC2C=CC=NC1=2)=[N+](C)C)C.F[P-](F)(F)(F)(F)F. The catalyst is C(OCC)(=O)C.CN(C=O)C. The product is [C:1]([O:5][C:6]([N:8]1[CH2:15][CH2:14][CH:13]2[CH:10]([N:11]([C:28]([C:27]3[S:26][C:25]([CH3:31])=[N:24][C:23]=3[C:18]3[CH:19]=[CH:20][CH:21]=[CH:22][C:17]=3[F:16])=[O:29])[CH2:12]2)[CH2:9]1)=[O:7])([CH3:4])([CH3:2])[CH3:3]. The yield is 0.670.